This data is from TCR-epitope binding with 47,182 pairs between 192 epitopes and 23,139 TCRs. The task is: Binary Classification. Given a T-cell receptor sequence (or CDR3 region) and an epitope sequence, predict whether binding occurs between them. (1) The epitope is TSDLATNNLVVMAY. The TCR CDR3 sequence is CASRTYLNTEAFF. Result: 1 (the TCR binds to the epitope). (2) The TCR CDR3 sequence is CATLKGGQETQYF. The epitope is LLFNKVTLA. Result: 1 (the TCR binds to the epitope). (3) The epitope is KAYNVTQAF. The TCR CDR3 sequence is CASSPIETGGLDEQFF. Result: 1 (the TCR binds to the epitope). (4) The epitope is KLPDDFTGCV. The TCR CDR3 sequence is CASSHLDRGSYNEQFF. Result: 1 (the TCR binds to the epitope). (5) The epitope is LLQTGIHVRVSQPSL. The TCR CDR3 sequence is CSVVPEQFF. Result: 1 (the TCR binds to the epitope). (6) The epitope is FLNGSCGSV. Result: 1 (the TCR binds to the epitope). The TCR CDR3 sequence is CASSEAGGWETQYF. (7) The epitope is EIYKRWII. The TCR CDR3 sequence is CAREWRGEAYEQYF. Result: 0 (the TCR does not bind to the epitope). (8) The epitope is KRWIILGLNK. The TCR CDR3 sequence is CASSEDRLARTEAFF. Result: 0 (the TCR does not bind to the epitope). (9) The TCR CDR3 sequence is CASSQGASYEQYF. The epitope is KLNVGDYFV. Result: 1 (the TCR binds to the epitope).